This data is from Experimentally validated miRNA-target interactions with 360,000+ pairs, plus equal number of negative samples. The task is: Binary Classification. Given a miRNA mature sequence and a target amino acid sequence, predict their likelihood of interaction. (1) The miRNA is hsa-miR-601 with sequence UGGUCUAGGAUUGUUGGAGGAG. The protein sequence of the target gene is MDLNSASTVVLQVLTQATSQDTAVLKPAEEQLKQWETQPGFYSVLLNIFTNHTLDINVRWLAVLYFKHGIDRYWRRVAPHALSEEEKTTLRAGLITNFNEPINQIATQIAVLIAKVARLDCPRQWPELIPTLIESVKVQDDLRQHRALLTFYHVTKTLASKRLAADRKLFYDLASGIYNFACSLWNHHTDTFLQEVSSGNEAAILSSLERTLLSLKVLRKLTVNGFVEPHKNMEVMGFLHGIFERLKQFLECSRSIGTDNVCRDRLEKTIILFTKVLLDFLDQHPFSFTPLIQRSLEFSV.... Result: 0 (no interaction). (2) Result: 1 (interaction). The protein sequence of the target gene is MRALPGLLEARARTPRLLLLQCLLAAARPSSADGSAPDSPFTSPPLREEIMANNFSLESHNISLTEHSSMPVEKNITLERPSNVNLTCQFTTSGDLNAVNVTWKKDGEQLENNYLVSATGSTLYTQYRFTIINSKQMGSYSCFFREEKEQRGTFNFKVPELHGKNKPLISYVGDSTVLTCKCQNCFPLNWTWYSSNGSVKVPVGVQMNKYVINGTYANETKLKITQLLEEDGESYWCRALFQLGESEEHIELVVLSYLVPLKPFLVIVAEVILLVATILLCEKYTQKKKKHSDEGKEFEQ.... The miRNA is hsa-miR-192-5p with sequence CUGACCUAUGAAUUGACAGCC. (3) The miRNA is hsa-miR-122-3p with sequence AACGCCAUUAUCACACUAAAUA. The protein sequence of the target gene is MVSSQPKYDLIREVGRGSYGVVYEAVIRKTSARVAVKKIRCHAPENVELALREFWALSSIKSQHPNVIHLEECILQKDGMVQKMSHGSNSSLYLQLVETSLKGEIAFDPRSAYYLWFVMDFCDGGDMNEYLLSRKPNRKTNTSFMLQLSSALAFLHKNQIIHRDLKPDNILISQSRMDTSDLEPTLKVADFGLSKVCSASGQNPEEPVSVNKCFLSTACGTDFYMAPEVWEGHYTAKADIFALGIIIWAMLERITFIDTETKKELLGSYVKQGTEIVPVGEALLENPKMELLIPVKKKSM.... Result: 0 (no interaction). (4) The protein sequence of the target gene is MRLAEERAALAAENADGEPGADRRLRLLGTYVAMSLRPAAGAWERCAGSAEAEQLLQAFLGRDAAEGPRPLLVVRPGPRGLAIRPGLEVGPESGLAGAKALFFLRTGPEPPGPDSFRGAVVCGDLPAAPLEHLAALFSEVVLPVLANEKNRLNWPHMICEDVRRHAHSLQCDLSVILEQVKGKTLLPLPAGSEKMEFADSKSETVLDSIDKSVIYAIESAVIKWSYQVQVVLKRESSQPLLQGENPTPKVELEFWKSRYEDLKYIYNQLRTITVRGMAKLLDKLQSSYFPAFKAMYRDVV.... The miRNA is hsa-miR-3927-3p with sequence CAGGUAGAUAUUUGAUAGGCAU. Result: 1 (interaction). (5) The miRNA is hsa-miR-188-5p with sequence CAUCCCUUGCAUGGUGGAGGG. The protein sequence of the target gene is MVARNQVAADNAISPAAEPRRRSEPSSSSSSSSPAAPVRPRPCPAVPAPAPGDTHFRTFRSHSDYRRITRTSALLDACGFYWGPLSVHGAHERLRAEPVGTFLVRDSRQRNCFFALSVKMASGPTSIRVHFQAGRFHLDGSRETFDCLFELLEHYVAAPRRMLGAPLRQRRVRPLQELCRQRIVAAVGRENLARIPLNPVLRDYLSSFPFQI. Result: 0 (no interaction). (6) The miRNA is mmu-miR-1950 with sequence UCUGCAUCUAAGGAUAUGGUCA. Result: 1 (interaction). The protein sequence of the target gene is MPAPSMDCDVSTLVACVVDVEVFTNQEVKEKFEGLFRTYDECVTFQLFKSFRRVRINFSHPKSAARARIELHETQFRGKKLKLYFAQVQTPETDGDKLHLAPPQPAKQFLISPPSSPPVGWKPISDATPVLNYDLLYAVAKLGPGEKYELHAGTESTPSVVVHVCDSDMEEEEDPKTSPKPKIIQTRRPGLPPSVSN. (7) The miRNA is hsa-miR-4773 with sequence CAGAACAGGAGCAUAGAAAGGC. The protein sequence of the target gene is MLLAPQGRSFSKKRMGLNRWKRFTRKPSPKPTFGPDSVEHWIKRVEKASEFAVSNAFFTRNSDLPRSPWGQITDLKTSEQIEDHDEIYAEAQELVNDWLDTKLKQELASEEEGDAKNTVSSVTIMPEANGHLKYDKFDDLCGYLEEEEESTTVQKFIDHLLHKNVVDSAMMEDLGRKENQDKKQQKDPRLTMEMRHKQVKENRLRREKELEYQRIEKTLKKSAFLEAQCLVQEEKKRKALEAKKEEEEIQREMVKLRREIIERRRTVKAAWKIEKKRQEENSQNSSEKVMFQSTHILPDE.... Result: 0 (no interaction).